This data is from Full USPTO retrosynthesis dataset with 1.9M reactions from patents (1976-2016). The task is: Predict the reactants needed to synthesize the given product. (1) Given the product [NH2:12][C:13]([C:15]1[CH:16]=[C:17]([C:21]2[CH:26]=[CH:25][C:24]([F:27])=[C:23]([N+:28]([O-:30])=[O:29])[CH:22]=2)[CH:18]=[CH:19][CH:20]=1)=[O:14], predict the reactants needed to synthesize it. The reactants are: COC1C=C(OC)C=CC=1C[NH:12][C:13]([C:15]1[CH:16]=[C:17]([C:21]2[CH:26]=[CH:25][C:24]([F:27])=[C:23]([N+:28]([O-:30])=[O:29])[CH:22]=2)[CH:18]=[CH:19][CH:20]=1)=[O:14].FC(F)(F)C(O)=O. (2) Given the product [C:1]([O:5][C:6](=[O:46])[NH:7][CH2:8][CH2:9][CH2:10][C:11]1[CH:16]=[CH:15][C:14]([CH:17]2[C:22]([CH3:24])([CH3:23])[O:21][C:20]([NH:25][C@H:26]([C:37]3[CH:42]=[CH:41][CH:40]=[CH:39][C:38]=3[F:43])[CH2:27][CH2:28][O:29][Si:30]([C:33]([CH3:34])([CH3:35])[CH3:36])([CH3:32])[CH3:31])=[N:19][S:18]2(=[O:44])=[O:45])=[CH:13][CH:12]=1)([CH3:2])([CH3:3])[CH3:4], predict the reactants needed to synthesize it. The reactants are: [C:1]([O:5][C:6](=[O:46])[NH:7][CH2:8][C:9]#[C:10][C:11]1[CH:16]=[CH:15][C:14]([CH:17]2[C:22]([CH3:24])([CH3:23])[O:21][C:20]([NH:25][C@H:26]([C:37]3[CH:42]=[CH:41][CH:40]=[CH:39][C:38]=3[F:43])[CH2:27][CH2:28][O:29][Si:30]([C:33]([CH3:36])([CH3:35])[CH3:34])([CH3:32])[CH3:31])=[N:19][S:18]2(=[O:45])=[O:44])=[CH:13][CH:12]=1)([CH3:4])([CH3:3])[CH3:2].[H][H].